Dataset: Full USPTO retrosynthesis dataset with 1.9M reactions from patents (1976-2016). Task: Predict the reactants needed to synthesize the given product. (1) Given the product [N:17]1[C:18]2[C:13](=[C:12]3[C:21](=[CH:20][CH:19]=2)[C:4]2[C:3](=[CH:2][CH:7]=[CH:6][CH:5]=2)[S:8](=[O:10])(=[O:9])[NH:11]3)[N:14]=[CH:15][CH:16]=1, predict the reactants needed to synthesize it. The reactants are: N[C:2]1[CH:7]=[CH:6][CH:5]=[CH:4][C:3]=1[S:8]([NH:11][C:12]1[CH:21]=[CH:20][CH:19]=[C:18]2[C:13]=1[N:14]=[CH:15][CH:16]=[N:17]2)(=[O:10])=[O:9].N(OC(C)(C)C)=O.CC(O)=O. (2) Given the product [O:40]([C:47]1[CH:48]=[CH:49][C:50]([C:51]([O:1][CH:2]2[CH2:20][CH:19]3[N:4]([C:5](=[O:39])[CH:6]([NH:31][C:32]([O:34][C:35]([CH3:36])([CH3:38])[CH3:37])=[O:33])[CH2:7][O:8][CH2:9][CH2:10][CH2:11][CH:12]=[CH:13][CH:14]4[C:16]([C:22]([NH:24][S:25]([CH:28]5[CH2:29][CH2:30]5)(=[O:26])=[O:27])=[O:23])([NH:17][C:18]3=[O:21])[CH2:15]4)[CH2:3]2)=[O:52])=[CH:54][CH:55]=1)[C:41]1[CH:42]=[CH:43][CH:44]=[CH:45][CH:46]=1, predict the reactants needed to synthesize it. The reactants are: [OH:1][CH:2]1[CH2:20][CH:19]2[N:4]([C:5](=[O:39])[CH:6]([NH:31][C:32]([O:34][C:35]([CH3:38])([CH3:37])[CH3:36])=[O:33])[CH2:7][O:8][CH2:9][CH2:10][CH2:11][CH:12]=[CH:13][CH:14]3[C:16]([C:22]([NH:24][S:25]([CH:28]4[CH2:30][CH2:29]4)(=[O:27])=[O:26])=[O:23])([NH:17][C:18]2=[O:21])[CH2:15]3)[CH2:3]1.[O:40]([C:47]1[CH:55]=[CH:54][C:50]([C:51](Cl)=[O:52])=[CH:49][CH:48]=1)[C:41]1[CH:46]=[CH:45][CH:44]=[CH:43][CH:42]=1. (3) Given the product [SH:30][C:29]1[C:28]([C:26]#[N:27])=[CH:1][C:3]2[CH2:8][CH:7]([C:9]3([CH3:14])[CH2:13][CH2:12][CH2:11][CH2:10]3)[CH2:6][CH2:5][C:4]=2[N:31]=1, predict the reactants needed to synthesize it. The reactants are: [CH:1]([CH:3]1[CH2:8][CH:7]([C:9]2([CH3:14])[CH2:13][CH2:12][CH2:11][CH2:10]2)[CH2:6][CH2:5][C:4]1=O)=O.C(O)(=O)C.N1CCCCC1.[C:26]([CH2:28][C:29]([NH2:31])=[S:30])#[N:27].C(O)(=O)C. (4) Given the product [ClH:17].[CH2:1]([C:3]1[S:4][C:5]2[C:10]3[CH2:11][CH2:12][N:13]([CH2:18][CH2:19][CH2:20][S:21][C:22]4[N:23]([CH3:38])[C:24]([C:27]5[CH:36]=[CH:35][CH:34]=[C:33]6[C:28]=5[CH:29]=[CH:30][C:31]([CH3:37])=[N:32]6)=[N:25][N:26]=4)[CH2:14][CH2:15][C:9]=3[CH:8]=[CH:7][C:6]=2[N:16]=1)[CH3:2], predict the reactants needed to synthesize it. The reactants are: [CH2:1]([C:3]1[S:4][C:5]2[C:10]3[CH2:11][CH2:12][NH:13][CH2:14][CH2:15][C:9]=3[CH:8]=[CH:7][C:6]=2[N:16]=1)[CH3:2].[Cl:17][CH2:18][CH2:19][CH2:20][S:21][C:22]1[N:23]([CH3:38])[C:24]([C:27]2[CH:36]=[CH:35][CH:34]=[C:33]3[C:28]=2[CH:29]=[CH:30][C:31]([CH3:37])=[N:32]3)=[N:25][N:26]=1. (5) Given the product [Br:15][C:16]1[CH:23]=[CH:22][CH:21]=[C:18]([CH2:19][N:25]2[CH2:30][CH2:29][O:28][CH2:27][CH2:26]2)[C:17]=1[OH:24], predict the reactants needed to synthesize it. The reactants are: C(O[BH-](OC(=O)C)OC(=O)C)(=O)C.[Na+].[Br:15][C:16]1[C:17]([OH:24])=[C:18]([CH:21]=[CH:22][CH:23]=1)[CH:19]=O.[NH:25]1[CH2:30][CH2:29][O:28][CH2:27][CH2:26]1. (6) Given the product [F:21][C:19]([F:22])([F:20])[C:17]1[CH:18]=[C:13]([CH:14]=[C:15]([C:19]([F:22])([F:21])[F:20])[CH:16]=1)[CH2:12][N:5]([CH2:4][C:3]1[CH:27]=[C:28]([C:31]([F:33])([F:34])[F:32])[CH:29]=[CH:30][C:2]=1[C:46]#[N:42])[C:6]1[N:7]=[N:8][N:9]([CH3:11])[N:10]=1, predict the reactants needed to synthesize it. The reactants are: Br[C:2]1[CH:30]=[CH:29][C:28]([C:31]([F:34])([F:33])[F:32])=[CH:27][C:3]=1[CH2:4][N:5]([CH2:12][C:13]1[CH:18]=[C:17]([C:19]([F:22])([F:21])[F:20])[CH:16]=[C:15](C(F)(F)F)[CH:14]=1)[C:6]1[N:7]=[N:8][N:9]([CH3:11])[N:10]=1.C(=O)([O-])[O-].[Na+].[Na+].C[N:42]([CH3:46])C(=O)C. (7) Given the product [CH3:14][Si:2]([CH3:13])([CH3:1])[C:3]#[C:4][CH:5]([O:6][CH:7]1[CH2:12][CH2:11][CH2:10][CH2:9][O:8]1)[CH2:16]/[CH:17]=[CH:18]\[CH3:19], predict the reactants needed to synthesize it. The reactants are: [CH3:1][Si:2]([CH3:14])([CH3:13])[C:3]#[C:4][CH2:5][O:6][CH:7]1[CH2:12][CH2:11][CH2:10][CH2:9][O:8]1.Br[CH2:16]/[CH:17]=[CH:18]\[CH3:19]. (8) Given the product [CH3:25][O:24][C:17]1[CH:18]=[CH:19][C:20]([O:22][CH3:23])=[CH:21][C:16]=1[CH2:15][C:5]1[N:6]([CH2:11][CH2:12][CH2:13][CH3:14])[C:7]2[C:3]([N:4]=1)=[C:2]([NH2:26])[N:10]=[CH:9][N:8]=2, predict the reactants needed to synthesize it. The reactants are: Cl[C:2]1[N:10]=[CH:9][N:8]=[C:7]2[C:3]=1[N:4]=[C:5]([CH2:15][C:16]1[CH:21]=[C:20]([O:22][CH3:23])[CH:19]=[CH:18][C:17]=1[O:24][CH3:25])[N:6]2[CH2:11][CH2:12][CH2:13][CH3:14].[NH4+:26].[OH-]. (9) Given the product [CH3:1][O:2][C:3]1[CH:4]=[CH:5][C:6]([N+:11]([O-:13])=[O:12])=[C:7]([C:8]2[O:9][CH:26]=[N:25][CH:24]=2)[CH:10]=1, predict the reactants needed to synthesize it. The reactants are: [CH3:1][O:2][C:3]1[CH:4]=[CH:5][C:6]([N+:11]([O-:13])=[O:12])=[C:7]([CH:10]=1)[CH:8]=[O:9].S([CH2:24][N+:25]#[C-:26])(C1C=CC(C)=CC=1)(=O)=O.C(=O)([O-])[O-].[K+].[K+]. (10) Given the product [C:12]1([C:18]#[C:19][C:20]2[CH:27]=[CH:26][CH:25]=[CH:24][C:21]=2[CH:22]([OH:23])[C:2]#[C:1][Si:3]([CH3:6])([CH3:5])[CH3:4])[CH:13]=[CH:14][CH:15]=[CH:16][CH:17]=1, predict the reactants needed to synthesize it. The reactants are: [C:1]([Si:3]([CH3:6])([CH3:5])[CH3:4])#[CH:2].[Li]CCCC.[C:12]1([C:18]#[C:19][C:20]2[CH:27]=[CH:26][CH:25]=[CH:24][C:21]=2[CH:22]=[O:23])[CH:17]=[CH:16][CH:15]=[CH:14][CH:13]=1.